Dataset: Reaction yield outcomes from USPTO patents with 853,638 reactions. Task: Predict the reaction yield, written as a fraction of the theoretical maximum amount of product (1.0 means a 100% yield; for example, 0.34 means a 34% yield). (1) The yield is 0.700. The catalyst is CN(C=O)C. The reactants are [CH3:1][S:2]([NH2:5])(=[O:4])=[O:3].[H-].[Na+].[F:8][C:9]1[CH:36]=[C:35]([F:37])[CH:34]=[CH:33][C:10]=1[O:11][C:12]1[C:13]([C:22]2[C:23]3[CH:32]=[CH:31][O:30][C:24]=3[C:25](=[O:29])[N:26]([CH3:28])[CH:27]=2)=[N:14][C:15](S(C)(=O)=O)=[N:16][CH:17]=1. The product is [F:8][C:9]1[CH:36]=[C:35]([F:37])[CH:34]=[CH:33][C:10]=1[O:11][C:12]1[C:13]([C:22]2[C:23]3[CH:32]=[CH:31][O:30][C:24]=3[C:25](=[O:29])[N:26]([CH3:28])[CH:27]=2)=[N:14][C:15]([NH:5][S:2]([CH3:1])(=[O:4])=[O:3])=[N:16][CH:17]=1. (2) The reactants are [S:1]([N:11]1[C:15]2=[N:16][CH:17]=[CH:18][CH:19]=[C:14]2[C:13]([CH:20]=[O:21])=[CH:12]1)([C:4]1[CH:10]=[CH:9][C:7]([CH3:8])=[CH:6][CH:5]=1)(=[O:3])=[O:2].CO. No catalyst specified. The product is [S:1]([N:11]1[C:15]2=[N:16][CH:17]=[CH:18][CH:19]=[C:14]2[C:13]([CH2:20][OH:21])=[CH:12]1)([C:4]1[CH:10]=[CH:9][C:7]([CH3:8])=[CH:6][CH:5]=1)(=[O:3])=[O:2]. The yield is 0.800.